This data is from Forward reaction prediction with 1.9M reactions from USPTO patents (1976-2016). The task is: Predict the product of the given reaction. (1) Given the reactants [C:1]([O:5][C:6]([NH:8][C:9]([CH3:29])([CH3:28])[CH2:10][C:11]1[C:19]2[C:14](=[C:15](OS(C(F)(F)F)(=O)=O)[CH:16]=[CH:17][CH:18]=2)[NH:13][CH:12]=1)=[O:7])([CH3:4])([CH3:3])[CH3:2].C(N(CC)CC)C.[F:37][C:38]([F:53])([F:52])[C:39]1[CH:44]=[C:43]([C:45]([F:48])([F:47])[F:46])[CH:42]=[CH:41][C:40]=1B(O)O, predict the reaction product. The product is: [C:1]([O:5][C:6](=[O:7])[NH:8][C:9]([CH3:29])([CH3:28])[CH2:10][C:11]1[C:19]2[C:14](=[C:15]([C:40]3[CH:41]=[CH:42][C:43]([C:45]([F:48])([F:46])[F:47])=[CH:44][C:39]=3[C:38]([F:37])([F:52])[F:53])[CH:16]=[CH:17][CH:18]=2)[NH:13][CH:12]=1)([CH3:3])([CH3:2])[CH3:4]. (2) Given the reactants [CH3:1][C:2]1[C:6]2=[N:7][CH:8]=[C:9]([C:11]([F:14])([F:13])[F:12])[CH:10]=[C:5]2[S:4][C:3]=1[CH:15]=[O:16].[CH:17]1([Mg]Br)[CH2:22][CH2:21][CH2:20][CH2:19][CH2:18]1.[Cl-].[NH4+].C[N+]1([O-])CCOCC1, predict the reaction product. The product is: [CH:17]1([C:15]([C:3]2[S:4][C:5]3[C:6](=[N:7][CH:8]=[C:9]([C:11]([F:14])([F:13])[F:12])[CH:10]=3)[C:2]=2[CH3:1])=[O:16])[CH2:22][CH2:21][CH2:20][CH2:19][CH2:18]1. (3) Given the reactants [NH2:1][C:2]1[CH:7]=[CH:6][CH:5]=[CH:4][N:3]=1.[Sn](C[CH2:16][CH2:17][CH3:18])(CCCC)(Cl)Cl.C([O-])([O-])=[O:20].[K+].[K+].CN(C=O)C.C[O:31][CH2:32][CH2:33]OC, predict the reaction product. The product is: [CH3:33][CH2:32][O:31][C:16]([C:17]1[N:1]=[C:2]2[N:3]([CH:4]=[CH:5][CH:6]=[CH:7]2)[CH:18]=1)=[O:20].